From a dataset of Full USPTO retrosynthesis dataset with 1.9M reactions from patents (1976-2016). Predict the reactants needed to synthesize the given product. (1) Given the product [CH:12]([NH:11][S:8]([C:5]1[CH:6]=[C:7]2[C:2](=[CH:3][CH:4]=1)[NH:1][CH:19]([C:18]1[CH:21]=[CH:22][CH:23]=[C:16]([Br:15])[CH:17]=1)[CH2:24][C:25]2([CH3:27])[CH3:26])(=[O:10])=[O:9])([CH3:14])[CH3:13], predict the reactants needed to synthesize it. The reactants are: [NH2:1][C:2]1[CH:7]=[CH:6][C:5]([S:8]([NH:11][CH:12]([CH3:14])[CH3:13])(=[O:10])=[O:9])=[CH:4][CH:3]=1.[Br:15][C:16]1[CH:17]=[C:18]([CH:21]=[CH:22][CH:23]=1)[CH:19]=O.[CH2:24]=[C:25]([CH3:27])[CH3:26].FC(F)(F)S([O-])(=O)=O.[Yb+3].FC(F)(F)S([O-])(=O)=O.FC(F)(F)S([O-])(=O)=O. (2) Given the product [C:27]([O:26][C:24]([NH:23][C:20]1[S:21][CH:22]=[C:18]([CH2:17][CH2:16][N:8]([C:5]2[CH:4]=[CH:3][C:2]([NH:1][C:45]([C:40]3[CH2:41][CH2:42][CH2:43][CH2:44][C:39]=3[C:36]3[CH:35]=[CH:34][C:33]([C:32]([F:31])([F:48])[F:49])=[CH:38][CH:37]=3)=[O:46])=[CH:7][CH:6]=2)[C:9](=[O:15])[O:10][C:11]([CH3:14])([CH3:13])[CH3:12])[N:19]=1)=[O:25])([CH3:30])([CH3:29])[CH3:28], predict the reactants needed to synthesize it. The reactants are: [NH2:1][C:2]1[CH:7]=[CH:6][C:5]([N:8]([CH2:16][CH2:17][C:18]2[N:19]=[C:20]([NH:23][C:24]([O:26][C:27]([CH3:30])([CH3:29])[CH3:28])=[O:25])[S:21][CH:22]=2)[C:9](=[O:15])[O:10][C:11]([CH3:14])([CH3:13])[CH3:12])=[CH:4][CH:3]=1.[F:31][C:32]([F:49])([F:48])[C:33]1[CH:38]=[CH:37][C:36]([C:39]2[CH2:44][CH2:43][CH2:42][CH2:41][C:40]=2[C:45](O)=[O:46])=[CH:35][CH:34]=1.O.ON1C2C=CC=CC=2N=N1.Cl.CN(C)CCCN=C=NCC. (3) Given the product [O:4]1[C:12]2[CH:11]=[CH:10][N:9]=[C:8]([N:13]3[CH2:18][CH2:17][N:16]([CH2:19][CH2:20][C@H:21]4[CH2:26][CH2:25][C@H:24]([NH:27][C:30](=[O:31])[C:29]([F:40])([F:39])[F:28])[CH2:23][CH2:22]4)[CH2:15][CH2:14]3)[C:7]=2[CH2:6][CH2:5]1, predict the reactants needed to synthesize it. The reactants are: Cl.Cl.Cl.[O:4]1[C:12]2[CH:11]=[CH:10][N:9]=[C:8]([N:13]3[CH2:18][CH2:17][N:16]([CH2:19][CH2:20][C@H:21]4[CH2:26][CH2:25][C@H:24]([NH2:27])[CH2:23][CH2:22]4)[CH2:15][CH2:14]3)[C:7]=2[CH2:6][CH2:5]1.[F:28][C:29]([F:40])([F:39])[C:30](O[C:30](=[O:31])[C:29]([F:40])([F:39])[F:28])=[O:31]. (4) The reactants are: [NH2:1][C:2]1[CH:10]=[C:9]([F:11])[CH:8]=[CH:7][C:3]=1[C:4](O)=[O:5].C(O)CCO.C(O)(=O)C.[CH:21](N)=[NH:22]. Given the product [F:11][C:9]1[CH:10]=[C:2]2[C:3]([C:4](=[O:5])[NH:22][CH:21]=[N:1]2)=[CH:7][CH:8]=1, predict the reactants needed to synthesize it.